Dataset: Reaction yield outcomes from USPTO patents with 853,638 reactions. Task: Predict the reaction yield, written as a fraction of the theoretical maximum amount of product (1.0 means a 100% yield; for example, 0.34 means a 34% yield). (1) The reactants are C(=O)([O-])[O-].[Cs+].[Cs+].[F:7][C:8]1[CH:13]=[CH:12][C:11]([C:14]2[O:15][C:16]3[CH:27]=[C:26]([N+:28]([O-:30])=[O:29])[C:25](OS(C(F)(F)F)(=O)=O)=[CH:24][C:17]=3[C:18]=2[C:19]([O:21][CH2:22][CH3:23])=[O:20])=[CH:10][CH:9]=1.[C:39]([O:43][C:44]([C:46]1[CH:47]=[C:48](B(O)O)[CH:49]=[CH:50][CH:51]=1)=[O:45])([CH3:42])([CH3:41])[CH3:40].O1CCOCC1. The catalyst is CCOC(C)=O.C1C=CC([P]([Pd]([P](C2C=CC=CC=2)(C2C=CC=CC=2)C2C=CC=CC=2)([P](C2C=CC=CC=2)(C2C=CC=CC=2)C2C=CC=CC=2)[P](C2C=CC=CC=2)(C2C=CC=CC=2)C2C=CC=CC=2)(C2C=CC=CC=2)C2C=CC=CC=2)=CC=1.O. The product is [C:39]([O:43][C:44]([C:46]1[CH:51]=[C:50]([C:25]2[C:26]([N+:28]([O-:30])=[O:29])=[CH:27][C:16]3[O:15][C:14]([C:11]4[CH:10]=[CH:9][C:8]([F:7])=[CH:13][CH:12]=4)=[C:18]([C:19]([O:21][CH2:22][CH3:23])=[O:20])[C:17]=3[CH:24]=2)[CH:49]=[CH:48][CH:47]=1)=[O:45])([CH3:42])([CH3:40])[CH3:41]. The yield is 0.690. (2) The reactants are Br[C:2]1[C:14]2[C:13]3[C:8](=[CH:9][C:10]([C:15]([OH:18])([CH3:17])[CH3:16])=[CH:11][CH:12]=3)[NH:7][C:6]=2[C:5]([C:19]([NH2:21])=[O:20])=[CH:4][CH:3]=1.[Cl:22][C:23]1[C:32]2[N:27]([C:28](=[O:50])[N:29]([C:34]3[CH:39]=[CH:38][CH:37]=[C:36](B4OC(C)(C)C(C)(C)O4)[C:35]=3[CH3:49])[C:30](=[O:33])[CH:31]=2)[CH:26]=[CH:25][CH:24]=1.C([O-])([O-])=O.[Cs+].[Cs+]. The catalyst is C1COCC1.O.C1C=CC(P(C2C=CC=CC=2)[C-]2C=CC=C2)=CC=1.C1C=CC(P(C2C=CC=CC=2)[C-]2C=CC=C2)=CC=1.Cl[Pd]Cl.[Fe+2].C(Cl)Cl. The product is [Cl:22][C:23]1[C:32]2[N:27]([C:28](=[O:50])[N:29]([C:34]3[C:35]([CH3:49])=[C:36]([C:2]4[C:14]5[C:13]6[C:8](=[CH:9][C:10]([C:15]([OH:18])([CH3:17])[CH3:16])=[CH:11][CH:12]=6)[NH:7][C:6]=5[C:5]([C:19]([NH2:21])=[O:20])=[CH:4][CH:3]=4)[CH:37]=[CH:38][CH:39]=3)[C:30](=[O:33])[CH:31]=2)[CH:26]=[CH:25][CH:24]=1. The yield is 0.390. (3) The reactants are [CH3:1][C:2]1[NH:20][C:5]2=[C:6]([N:10]3[CH2:19][CH2:18][C:17]4[C:12](=[CH:13][CH:14]=[CH:15][CH:16]=4)[CH2:11]3)[N:7]=[CH:8][CH:9]=[C:4]2[C:3]=1[S:21][CH3:22].[ClH:23]. The catalyst is C(OCC)(=O)C. The product is [ClH:23].[CH3:1][C:2]1[NH:20][C:5]2=[C:6]([N:10]3[CH2:19][CH2:18][C:17]4[C:12](=[CH:13][CH:14]=[CH:15][CH:16]=4)[CH2:11]3)[N:7]=[CH:8][CH:9]=[C:4]2[C:3]=1[S:21][CH3:22]. The yield is 0.540.